From a dataset of Catalyst prediction with 721,799 reactions and 888 catalyst types from USPTO. Predict which catalyst facilitates the given reaction. Reactant: [O:1]=[C:2]1[CH2:19][CH2:18][C:5]2([CH2:10][CH2:9][N:8]([C:11]([O:13][C:14]([CH3:17])([CH3:16])[CH3:15])=[O:12])[CH2:7][CH2:6]2)[CH:4]=[CH:3]1. Product: [O:1]=[C:2]1[CH2:19][CH2:18][C:5]2([CH2:10][CH2:9][N:8]([C:11]([O:13][C:14]([CH3:15])([CH3:16])[CH3:17])=[O:12])[CH2:7][CH2:6]2)[CH2:4][CH2:3]1. The catalyst class is: 29.